Dataset: Reaction yield outcomes from USPTO patents with 853,638 reactions. Task: Predict the reaction yield, written as a fraction of the theoretical maximum amount of product (1.0 means a 100% yield; for example, 0.34 means a 34% yield). (1) The reactants are [NH2:1][C:2]1[CH:3]=[C:4]2[C:9](=[C:10]([F:12])[CH:11]=1)[N:8]([CH3:13])[C:7](=[O:14])[CH2:6][CH2:5]2.[CH3:15][O:16][C:17]([C@@H:19]1[O:21][CH2:20]1)=[O:18].FC(F)(F)S([O-])(=O)=O.[Li+]. The yield is 0.620. The product is [CH3:15][O:16][C:17](=[O:18])[CH:19]([OH:21])[CH2:20][NH:1][C:2]1[CH:3]=[C:4]2[C:9](=[C:10]([F:12])[CH:11]=1)[N:8]([CH3:13])[C:7](=[O:14])[CH2:6][CH2:5]2. The catalyst is C(#N)C. (2) The reactants are [F-].[K+].C1N2CCOCCOCCN(CCOCCOCC2)CCOCCOC1.Cl[C:30]1[CH:35]=[CH:34][N:33]=[C:32]([CH3:36])[C:31]=1[F:37].[H-].[Na+].[CH:40]1([N:44]2[CH2:50][CH2:49][CH2:48][N:47]([C:51]([N:53]3[CH2:56][CH:55]([OH:57])[CH2:54]3)=[O:52])[CH2:46][CH2:45]2)[CH2:43][CH2:42][CH2:41]1. The catalyst is CS(C)=O.CCOC(C)=O. The product is [CH:40]1([N:44]2[CH2:50][CH2:49][CH2:48][N:47]([C:51]([N:53]3[CH2:54][CH:55]([O:57][C:30]4[CH:35]=[CH:34][N:33]=[C:32]([CH3:36])[C:31]=4[F:37])[CH2:56]3)=[O:52])[CH2:46][CH2:45]2)[CH2:43][CH2:42][CH2:41]1. The yield is 0.350.